Dataset: Catalyst prediction with 721,799 reactions and 888 catalyst types from USPTO. Task: Predict which catalyst facilitates the given reaction. Reactant: [CH2:1]([O:3][C:4]([C:6]1[C:10]2[CH:11]=[CH:12][C:13]([OH:15])=[CH:14][C:9]=2[O:8][N:7]=1)=[O:5])[CH3:2].N1C=CN=C1.Cl[Si:22]([CH:29]([CH3:31])[CH3:30])([CH:26]([CH3:28])[CH3:27])[CH:23]([CH3:25])[CH3:24]. Product: [CH2:1]([O:3][C:4]([C:6]1[C:10]2[CH:11]=[CH:12][C:13]([O:15][Si:22]([CH:29]([CH3:31])[CH3:30])([CH:26]([CH3:28])[CH3:27])[CH:23]([CH3:25])[CH3:24])=[CH:14][C:9]=2[O:8][N:7]=1)=[O:5])[CH3:2]. The catalyst class is: 3.